This data is from Peptide-MHC class I binding affinity with 185,985 pairs from IEDB/IMGT. The task is: Regression. Given a peptide amino acid sequence and an MHC pseudo amino acid sequence, predict their binding affinity value. This is MHC class I binding data. The peptide sequence is YIDWMVSVP. The MHC is HLA-A23:01 with pseudo-sequence HLA-A23:01. The binding affinity (normalized) is 0.0847.